From a dataset of Full USPTO retrosynthesis dataset with 1.9M reactions from patents (1976-2016). Predict the reactants needed to synthesize the given product. (1) Given the product [CH:18]1(/[CH:24]=[C:25](\[C:2]2[CH:7]=[N:6][C:5]([S:8]([CH3:11])(=[O:10])=[O:9])=[CH:4][CH:3]=2)/[CH2:26][OH:27])[CH2:23][CH2:22][CH2:21][CH2:20][CH2:19]1, predict the reactants needed to synthesize it. The reactants are: Br[C:2]1[CH:3]=[CH:4][C:5]([S:8]([CH3:11])(=[O:10])=[O:9])=[N:6][CH:7]=1.C([O-])([O-])=O.[Na+].[Na+].[CH:18]1([CH:24]=[C:25](B2OC(C)(C)C(C)(C)O2)[CH2:26][OH:27])[CH2:23][CH2:22][CH2:21][CH2:20][CH2:19]1.O. (2) The reactants are: [Cl:1][CH2:2][CH2:3][CH2:4][S:5]([O:8][CH2:9][C:10]([CH3:25])([CH3:24])[CH:11]([O:14][CH2:15][C:16]1[CH:21]=[CH:20][C:19]([O:22][CH3:23])=[CH:18][CH:17]=1)[CH:12]=C)(=[O:7])=[O:6].O=O.[O:28]=[O+][O-].CSC. Given the product [Cl:1][CH2:2][CH2:3][CH2:4][S:5]([O:8][CH2:9][C:10]([CH3:24])([CH3:25])[CH:11]([O:14][CH2:15][C:16]1[CH:17]=[CH:18][C:19]([O:22][CH3:23])=[CH:20][CH:21]=1)[CH:12]=[O:28])(=[O:6])=[O:7], predict the reactants needed to synthesize it. (3) The reactants are: [Cl:1][C:2]1[CH:7]=[CH:6][CH:5]=[CH:4][C:3]=1[C:8]1[C:12]([C:13]2[N:14]([CH2:18][O:19][CH2:20][CH2:21][Si:22]([CH3:25])([CH3:24])[CH3:23])[CH:15]=[CH:16][N:17]=2)=[CH:11][N:10]([C:26]2[C:31]([CH3:32])=[CH:30][N:29]=[C:28]([NH:33][CH2:34][C:35]3[CH:40]=[CH:39][C:38]([O:41][CH3:42])=[CH:37][C:36]=3[O:43][CH3:44])[CH:27]=2)[N:9]=1.CCN(C(C)C)C(C)C.[C:54](Cl)(=[O:56])[CH3:55]. Given the product [Cl:1][C:2]1[CH:7]=[CH:6][CH:5]=[CH:4][C:3]=1[C:8]1[C:12]([C:13]2[N:14]([CH2:18][O:19][CH2:20][CH2:21][Si:22]([CH3:24])([CH3:23])[CH3:25])[CH:15]=[CH:16][N:17]=2)=[CH:11][N:10]([C:26]2[C:31]([CH3:32])=[CH:30][N:29]=[C:28]([N:33]([CH2:34][C:35]3[CH:40]=[CH:39][C:38]([O:41][CH3:42])=[CH:37][C:36]=3[O:43][CH3:44])[C:54](=[O:56])[CH3:55])[CH:27]=2)[N:9]=1, predict the reactants needed to synthesize it.